This data is from NCI-60 drug combinations with 297,098 pairs across 59 cell lines. The task is: Regression. Given two drug SMILES strings and cell line genomic features, predict the synergy score measuring deviation from expected non-interaction effect. (1) Drug 1: CC(C1=C(C=CC(=C1Cl)F)Cl)OC2=C(N=CC(=C2)C3=CN(N=C3)C4CCNCC4)N. Drug 2: CC1C(C(CC(O1)OC2CC(CC3=C2C(=C4C(=C3O)C(=O)C5=CC=CC=C5C4=O)O)(C(=O)C)O)N)O. Cell line: HCT116. Synergy scores: CSS=38.8, Synergy_ZIP=-3.65, Synergy_Bliss=-4.53, Synergy_Loewe=-8.35, Synergy_HSA=-2.35. (2) Drug 1: C(CCl)NC(=O)N(CCCl)N=O. Drug 2: N.N.Cl[Pt+2]Cl. Cell line: K-562. Synergy scores: CSS=40.2, Synergy_ZIP=-8.26, Synergy_Bliss=-3.17, Synergy_Loewe=-15.7, Synergy_HSA=-5.83. (3) Drug 1: CCCCCOC(=O)NC1=NC(=O)N(C=C1F)C2C(C(C(O2)C)O)O. Drug 2: CC1CCC2CC(C(=CC=CC=CC(CC(C(=O)C(C(C(=CC(C(=O)CC(OC(=O)C3CCCCN3C(=O)C(=O)C1(O2)O)C(C)CC4CCC(C(C4)OC)O)C)C)O)OC)C)C)C)OC. Cell line: UACC-257. Synergy scores: CSS=-1.95, Synergy_ZIP=1.43, Synergy_Bliss=-0.241, Synergy_Loewe=-2.19, Synergy_HSA=-2.05.